This data is from Reaction yield outcomes from USPTO patents with 853,638 reactions. The task is: Predict the reaction yield, written as a fraction of the theoretical maximum amount of product (1.0 means a 100% yield; for example, 0.34 means a 34% yield). (1) The reactants are [F:1][C:2]1[CH:28]=[CH:27][C:5]([O:6][C:7]2[CH:12]=[CH:11][C:10]([C:13]3[N:18]=[C:17]([C:19]([N:21]4[CH2:26][CH2:25][NH:24][CH2:23][CH2:22]4)=[O:20])[CH:16]=[CH:15][CH:14]=3)=[CH:9][CH:8]=2)=[CH:4][CH:3]=1.[CH3:29][S:30]([C:33]1[CH:34]=[C:35]([S:39](Cl)(=[O:41])=[O:40])[CH:36]=[CH:37][CH:38]=1)(=[O:32])=[O:31].CCN(C(C)C)C(C)C. The product is [F:1][C:2]1[CH:3]=[CH:4][C:5]([O:6][C:7]2[CH:8]=[CH:9][C:10]([C:13]3[N:18]=[C:17]([C:19]([N:21]4[CH2:26][CH2:25][N:24]([S:39]([C:35]5[CH:36]=[CH:37][CH:38]=[C:33]([S:30]([CH3:29])(=[O:32])=[O:31])[CH:34]=5)(=[O:41])=[O:40])[CH2:23][CH2:22]4)=[O:20])[CH:16]=[CH:15][CH:14]=3)=[CH:11][CH:12]=2)=[CH:27][CH:28]=1. The catalyst is C(Cl)Cl. The yield is 0.840. (2) The catalyst is CS(C)=O. The yield is 0.680. The product is [C:1]([C:3]1([C:4]2[CH:5]=[C:6]([CH:11]=[CH:12][CH:13]=2)[C:7]([O:9][CH3:10])=[O:8])[CH2:21][CH2:20][CH2:19][CH2:18][CH2:17]1)#[N:2]. The reactants are [C:1]([CH2:3][C:4]1[CH:5]=[C:6]([CH:11]=[CH:12][CH:13]=1)[C:7]([O:9][CH3:10])=[O:8])#[N:2].[H-].[Na+].Br[CH2:17][CH2:18][CH2:19][CH2:20][CH2:21]Br. (3) The reactants are [CH2:1]([N:3]1[C:8](=[O:9])[CH:7]=[CH:6][CH:5]=[C:4]1[C:10](OCC)=[O:11])[CH3:2].[Cl-].[Ca+2].[Cl-].[BH4-].[Na+]. The catalyst is C(O)C. The product is [CH2:1]([N:3]1[C:4]([CH2:10][OH:11])=[CH:5][CH:6]=[CH:7][C:8]1=[O:9])[CH3:2]. The yield is 0.760.